From a dataset of Forward reaction prediction with 1.9M reactions from USPTO patents (1976-2016). Predict the product of the given reaction. (1) Given the reactants [Cl:1][C:2]1[CH:3]=[C:4]2[C:8](=[CH:9][CH:10]=1)[NH:7][CH:6]=[C:5]2[CH2:11][CH2:12][NH:13][C:14](=[O:23])[C:15]1[CH:20]=[CH:19][CH:18]=[C:17]([CH2:21]Cl)[CH:16]=1.[F:24][C:25]1[CH:26]=[C:27](B(O)O)[CH:28]=[C:29]([F:31])[CH:30]=1.ClCCl.C(=O)([O-])[O-].[Na+].[Na+].[I-].[Na+], predict the reaction product. The product is: [Cl:1][C:2]1[CH:3]=[C:4]2[C:8](=[CH:9][CH:10]=1)[NH:7][CH:6]=[C:5]2[CH2:11][CH2:12][NH:13][C:14](=[O:23])[C:15]1[CH:20]=[CH:19][CH:18]=[C:17]([CH2:21][C:27]2[CH:26]=[C:25]([F:24])[CH:30]=[C:29]([F:31])[CH:28]=2)[CH:16]=1. (2) Given the reactants I[C:2]1[CH:18]=[CH:17][C:5]([O:6][CH2:7][C:8]2[CH:9]=[C:10]([C:14]([OH:16])=[O:15])[O:11][C:12]=2[CH3:13])=[CH:4][CH:3]=1.[F:19][C:20]([F:32])([F:31])[O:21][C:22]1[CH:27]=[CH:26][C:25](B(O)O)=[CH:24][CH:23]=1, predict the reaction product. The product is: [CH3:13][C:12]1[O:11][C:10]([C:14]([OH:16])=[O:15])=[CH:9][C:8]=1[CH2:7][O:6][C:5]1[CH:17]=[CH:18][C:2]([C:25]2[CH:24]=[CH:23][C:22]([O:21][C:20]([F:19])([F:31])[F:32])=[CH:27][CH:26]=2)=[CH:3][CH:4]=1. (3) Given the reactants [CH3:1][C:2]1([CH3:23])[O:6][CH:5]([CH:7]([CH2:20][S:21][CH3:22])[CH2:8][NH:9]C(=O)OCC2C=CC=CC=2)[CH2:4][O:3]1.[OH-].[K+], predict the reaction product. The product is: [NH3:9].[CH3:2][OH:3].[CH3:1][C:2]1([CH3:23])[O:6][CH:5]([CH:7]([CH2:20][S:21][CH3:22])[CH2:8][NH2:9])[CH2:4][O:3]1. (4) Given the reactants Br[CH:2]([C:6]1[CH:11]=[CH:10][C:9]([F:12])=[CH:8][CH:7]=1)[C:3]([OH:5])=[O:4].[F:13][C:14]1[CH:15]=[C:16]([CH:18]=[CH:19][CH:20]=1)[NH2:17], predict the reaction product. The product is: [F:12][C:9]1[CH:10]=[CH:11][C:6]([CH:2]([NH:17][C:16]2[CH:18]=[CH:19][CH:20]=[C:14]([F:13])[CH:15]=2)[C:3]([OH:5])=[O:4])=[CH:7][CH:8]=1. (5) Given the reactants O1CCCC1.[OH-].[Na+].[NH2:8][C:9]1[C:14]([C:15]2[O:19][N:18]=[C:17]([CH2:20][C:21]3[CH:26]=[CH:25][C:24]([OH:27])=[CH:23][CH:22]=3)[CH:16]=2)=[CH:13][CH:12]=[CH:11][N:10]=1.Cl[CH2:29][C:30]1[CH:35]=[CH:34][C:33]([F:36])=[CH:32][N:31]=1, predict the reaction product. The product is: [F:36][C:33]1[CH:34]=[CH:35][C:30]([CH2:29][O:27][C:24]2[CH:25]=[CH:26][C:21]([CH2:20][C:17]3[CH:16]=[C:15]([C:14]4[C:9]([NH2:8])=[N:10][CH:11]=[CH:12][CH:13]=4)[O:19][N:18]=3)=[CH:22][CH:23]=2)=[N:31][CH:32]=1. (6) The product is: [Cl:1][C:2]1[C:7]([Cl:8])=[CH:6][N:5]=[C:4]([NH2:9])[C:3]=1[N+:16]([O-:18])=[O:17]. Given the reactants [Cl:1][C:2]1[C:7]([Cl:8])=[CH:6][N:5]=[C:4]([NH:9]C(=O)C(C)(C)C)[CH:3]=1.[N+:16]([O-])([OH:18])=[O:17].[OH-].[Na+], predict the reaction product. (7) Given the reactants [Cl:1][C:2]1[CH:7]=[CH:6][C:5]([NH:8][C:9]([NH:11][C:12]2[CH:13]=[C:14]([CH:25]=[CH:26][CH:27]=2)[O:15][C:16]2[CH:21]=[CH:20][N:19]=[C:18]([C:22](O)=[O:23])[CH:17]=2)=[O:10])=[CH:4][C:3]=1[C:28]([F:31])([F:30])[F:29].[CH3:32][N:33]([CH3:35])[NH2:34].C1C=CC2N(O)N=NC=2C=1.CCN=C=NCCCN(C)C.Cl.CN1[C@@H]2CC3C=CC(OC)=C4O[C@H]5[C@@H](O)C=C[C@@H]2[C@]5(C=34)CC1, predict the reaction product. The product is: [Cl:1][C:2]1[CH:7]=[CH:6][C:5]([NH:8][C:9]([NH:11][C:12]2[CH:27]=[CH:26][CH:25]=[C:14]([O:15][C:16]3[CH:21]=[CH:20][N:19]=[C:18]([C:22]([NH:34][N:33]([CH3:35])[CH3:32])=[O:23])[CH:17]=3)[CH:13]=2)=[O:10])=[CH:4][C:3]=1[C:28]([F:30])([F:31])[F:29].